This data is from Forward reaction prediction with 1.9M reactions from USPTO patents (1976-2016). The task is: Predict the product of the given reaction. (1) Given the reactants C([Si](C)(C)[O:6][CH:7]1[CH2:10][N:9]([C:11]2[CH:16]=[CH:15][C:14]([C@@H:17]([NH:19][C:20](=[O:22])[CH3:21])[CH3:18])=[CH:13][CH:12]=2)[CH2:8]1)(C)(C)C.[F-].C([N+](CCCC)(CCCC)CCCC)CCC, predict the reaction product. The product is: [OH:6][CH:7]1[CH2:8][N:9]([C:11]2[CH:12]=[CH:13][C:14]([C@@H:17]([NH:19][C:20](=[O:22])[CH3:21])[CH3:18])=[CH:15][CH:16]=2)[CH2:10]1. (2) Given the reactants [CH3:1][O:2][C:3]([C:5]1[C:6]([F:34])=[C:7]2[C:11](=[CH:12][CH:13]=1)[N:10](C(C1C=CC=CC=1)(C1C=CC=CC=1)C1C=CC=CC=1)[N:9]=[C:8]2Br)=[O:4].[S:35]1[C:39](B(O)O)=[CH:38][C:37]2[CH:43]=[CH:44][CH:45]=[CH:46][C:36]1=2.[F-].[K+].C(P(C(C)(C)C)C1C=CC=CC=1C1C=CC=CC=1)(C)(C)C.FC(F)(F)C(O)=O.C([SiH](C(C)C)C(C)C)(C)C.C(=O)([O-])O.[Na+], predict the reaction product. The product is: [CH3:1][O:2][C:3]([C:5]1[C:6]([F:34])=[C:7]2[C:11](=[CH:12][CH:13]=1)[NH:10][N:9]=[C:8]2[C:39]1[S:35][C:36]2[CH:46]=[CH:45][CH:44]=[CH:43][C:37]=2[CH:38]=1)=[O:4]. (3) Given the reactants C([O:5][C:6](=[O:36])[CH:7]([O:9][C:10]1[CH:15]=[CH:14][C:13]([CH2:16][NH:17][C:18]([C:20]2[C:21]([O:26][C:27]3[CH:32]=[CH:31][CH:30]=[C:29]([C:33]#[N:34])[CH:28]=3)=[N:22][CH:23]=[CH:24][CH:25]=2)=[O:19])=[C:12]([F:35])[CH:11]=1)[CH3:8])(C)(C)C.C(OC(=O)C(OC1C=CC(CNC(C2C(OC3C=CC4=NON=C4C=3)=NC=CC=2)=O)=C(F)C=1)C)(C)(C)C, predict the reaction product. The product is: [F:35][C:12]1[CH:11]=[C:10]([CH:15]=[CH:14][C:13]=1[CH2:16][NH:17][C:18]([C:20]1[C:21]([O:26][C:27]2[CH:32]=[CH:31][CH:30]=[C:29]([C:33]#[N:34])[CH:28]=2)=[N:22][CH:23]=[CH:24][CH:25]=1)=[O:19])[O:9][CH:7]([CH3:8])[C:6]([OH:36])=[O:5]. (4) Given the reactants [CH2:1]1[C:4]2([CH2:9][CH2:8][NH:7][CH2:6][CH2:5]2)[CH2:3][N:2]1[C:10]1[N:11]=[C:12]([NH:20][C:21]2[NH:22][N:23]=[C:24]([CH3:26])[CH:25]=2)[C:13]2[CH:19]=[CH:18][CH:17]=[N:16][C:14]=2[N:15]=1.[C:27](Cl)([CH3:29])=[O:28], predict the reaction product. The product is: [CH3:26][C:24]1[CH:25]=[C:21]([NH:20][C:12]2[C:13]3[CH:19]=[CH:18][CH:17]=[N:16][C:14]=3[N:15]=[C:10]([N:2]3[CH2:1][C:4]4([CH2:9][CH2:8][N:7]([C:27](=[O:28])[CH3:29])[CH2:6][CH2:5]4)[CH2:3]3)[N:11]=2)[NH:22][N:23]=1. (5) Given the reactants C(O[C:6]([N:8]1[CH:17]([C:18](=[O:34])[NH:19][C:20]2[CH:25]=[CH:24][C:23]([N:26]3[CH:31]=[CH:30][CH:29]=[CH:28][C:27]3=[O:32])=[CH:22][C:21]=2[F:33])[CH2:16]C2N=CC=CC=2C1)=O)(C)(C)C, predict the reaction product. The product is: [F:33][C:21]1[CH:22]=[C:23]([N:26]2[CH:31]=[CH:30][CH:29]=[CH:28][C:27]2=[O:32])[CH:24]=[CH:25][C:20]=1[NH:19][C:18]([CH:17]1[NH:8][CH2:6][C:31]2[N:26]=[CH:27][CH:28]=[CH:29][C:30]=2[CH2:16]1)=[O:34]. (6) Given the reactants [CH3:1][O:2][C:3]([C:5]1[S:6][C:7]([C:17]2[CH:22]=[CH:21][CH:20]=[CH:19][CH:18]=2)=[CH:8][C:9]=1[NH:10][CH:11]1[CH2:16][CH2:15][S:14][CH2:13][CH2:12]1)=[O:4].[CH3:23][CH:24]1[CH2:29][CH2:28][CH:27]([C:30](Cl)=[O:31])[CH2:26][CH2:25]1, predict the reaction product. The product is: [CH3:1][O:2][C:3]([C:5]1[S:6][C:7]([C:17]2[CH:22]=[CH:21][CH:20]=[CH:19][CH:18]=2)=[CH:8][C:9]=1[N:10]([C:30]([C@H:27]1[CH2:28][CH2:29][C@H:24]([CH3:23])[CH2:25][CH2:26]1)=[O:31])[CH:11]1[CH2:12][CH2:13][S:14][CH2:15][CH2:16]1)=[O:4].